The task is: Regression. Given two drug SMILES strings and cell line genomic features, predict the synergy score measuring deviation from expected non-interaction effect.. This data is from NCI-60 drug combinations with 297,098 pairs across 59 cell lines. (1) Drug 1: C1=C(C(=O)NC(=O)N1)N(CCCl)CCCl. Drug 2: CC(C1=C(C=CC(=C1Cl)F)Cl)OC2=C(N=CC(=C2)C3=CN(N=C3)C4CCNCC4)N. Cell line: OVCAR3. Synergy scores: CSS=4.85, Synergy_ZIP=-7.13, Synergy_Bliss=-4.64, Synergy_Loewe=-7.84, Synergy_HSA=-6.74. (2) Drug 1: CS(=O)(=O)CCNCC1=CC=C(O1)C2=CC3=C(C=C2)N=CN=C3NC4=CC(=C(C=C4)OCC5=CC(=CC=C5)F)Cl. Drug 2: CN1C2=C(C=C(C=C2)N(CCCl)CCCl)N=C1CCCC(=O)O.Cl. Cell line: OVCAR-8. Synergy scores: CSS=11.8, Synergy_ZIP=-4.68, Synergy_Bliss=-3.68, Synergy_Loewe=-2.54, Synergy_HSA=-2.71. (3) Drug 1: CC1=C2C(C(=O)C3(C(CC4C(C3C(C(C2(C)C)(CC1OC(=O)C(C(C5=CC=CC=C5)NC(=O)OC(C)(C)C)O)O)OC(=O)C6=CC=CC=C6)(CO4)OC(=O)C)OC)C)OC. Drug 2: C1CCC(C(C1)N)N.C(=O)(C(=O)[O-])[O-].[Pt+4]. Cell line: SF-268. Synergy scores: CSS=31.0, Synergy_ZIP=-4.07, Synergy_Bliss=-5.85, Synergy_Loewe=-4.28, Synergy_HSA=-3.30. (4) Drug 1: CN(C)C1=NC(=NC(=N1)N(C)C)N(C)C. Drug 2: CC1CCCC2(C(O2)CC(NC(=O)CC(C(C(=O)C(C1O)C)(C)C)O)C(=CC3=CSC(=N3)C)C)C. Cell line: CAKI-1. Synergy scores: CSS=3.80, Synergy_ZIP=-3.61, Synergy_Bliss=-5.06, Synergy_Loewe=-17.3, Synergy_HSA=-2.48. (5) Drug 1: CCC1(CC2CC(C3=C(CCN(C2)C1)C4=CC=CC=C4N3)(C5=C(C=C6C(=C5)C78CCN9C7C(C=CC9)(C(C(C8N6C)(C(=O)OC)O)OC(=O)C)CC)OC)C(=O)OC)O.OS(=O)(=O)O. Drug 2: C(CN)CNCCSP(=O)(O)O. Cell line: COLO 205. Synergy scores: CSS=6.46, Synergy_ZIP=-0.197, Synergy_Bliss=3.26, Synergy_Loewe=4.27, Synergy_HSA=1.36. (6) Drug 1: CC1=CC2C(CCC3(C2CCC3(C(=O)C)OC(=O)C)C)C4(C1=CC(=O)CC4)C. Drug 2: CC1=C(N=C(N=C1N)C(CC(=O)N)NCC(C(=O)N)N)C(=O)NC(C(C2=CN=CN2)OC3C(C(C(C(O3)CO)O)O)OC4C(C(C(C(O4)CO)O)OC(=O)N)O)C(=O)NC(C)C(C(C)C(=O)NC(C(C)O)C(=O)NCCC5=NC(=CS5)C6=NC(=CS6)C(=O)NCCC[S+](C)C)O. Cell line: COLO 205. Synergy scores: CSS=9.16, Synergy_ZIP=-1.82, Synergy_Bliss=1.11, Synergy_Loewe=-35.1, Synergy_HSA=1.15. (7) Drug 1: CCC1(CC2CC(C3=C(CCN(C2)C1)C4=CC=CC=C4N3)(C5=C(C=C6C(=C5)C78CCN9C7C(C=CC9)(C(C(C8N6C)(C(=O)OC)O)OC(=O)C)CC)OC)C(=O)OC)O.OS(=O)(=O)O. Drug 2: CN(C(=O)NC(C=O)C(C(C(CO)O)O)O)N=O. Cell line: BT-549. Synergy scores: CSS=-0.0160, Synergy_ZIP=-1.23, Synergy_Bliss=-2.85, Synergy_Loewe=-2.16, Synergy_HSA=-2.06. (8) Drug 1: C1=CC=C(C(=C1)C(C2=CC=C(C=C2)Cl)C(Cl)Cl)Cl. Drug 2: COC1=C2C(=CC3=C1OC=C3)C=CC(=O)O2. Cell line: NCI-H322M. Synergy scores: CSS=0.0445, Synergy_ZIP=0.443, Synergy_Bliss=0.863, Synergy_Loewe=0.349, Synergy_HSA=0.0268. (9) Drug 1: C1=CC(=CC=C1C#N)C(C2=CC=C(C=C2)C#N)N3C=NC=N3. Drug 2: CN(C(=O)NC(C=O)C(C(C(CO)O)O)O)N=O. Cell line: HOP-62. Synergy scores: CSS=-7.27, Synergy_ZIP=14.3, Synergy_Bliss=15.8, Synergy_Loewe=-1.38, Synergy_HSA=-0.362. (10) Drug 1: CS(=O)(=O)C1=CC(=C(C=C1)C(=O)NC2=CC(=C(C=C2)Cl)C3=CC=CC=N3)Cl. Drug 2: COC1=C(C=C2C(=C1)N=CN=C2NC3=CC(=C(C=C3)F)Cl)OCCCN4CCOCC4. Cell line: HL-60(TB). Synergy scores: CSS=14.0, Synergy_ZIP=2.70, Synergy_Bliss=5.39, Synergy_Loewe=-2.59, Synergy_HSA=1.39.